Dataset: Reaction yield outcomes from USPTO patents with 853,638 reactions. Task: Predict the reaction yield, written as a fraction of the theoretical maximum amount of product (1.0 means a 100% yield; for example, 0.34 means a 34% yield). (1) The reactants are [O:1]1[CH:5]=[C:4]([C:6]([OH:8])=O)[N:3]=[CH:2]1.C1C=C[C:12]2[N:17]([OH:18])N=NC=2C=1.[CH3:19]CN(C(C)C)C(C)C.C(Cl)CCl. The catalyst is Cl. The product is [CH3:19][O:18][N:17]([CH3:12])[C:6]([C:4]1[N:3]=[CH:2][O:1][CH:5]=1)=[O:8]. The yield is 0.330. (2) The reactants are [Cl:1][C:2]1[CH:7]=[CH:6][C:5]([N:8]([C@H:12]2[C:21]3[C:16](=[CH:17][CH:18]=[CH:19][CH:20]=3)[N:15]([C:22](=[O:37])[C:23]3[CH:28]=[CH:27][C:26]([O:29][CH2:30][CH:31]4[CH2:36][CH2:35][NH:34][CH2:33][CH2:32]4)=[CH:25][CH:24]=3)[C@@H:14]([CH3:38])[CH2:13]2)[C:9](=[O:11])[CH3:10])=[CH:4][CH:3]=1.[CH:39](=O)[CH3:40].[BH-](OC(C)=O)(OC(C)=O)OC(C)=O.[Na+]. The catalyst is ClCCl. The product is [Cl:1][C:2]1[CH:7]=[CH:6][C:5]([N:8]([C@H:12]2[C:21]3[C:16](=[CH:17][CH:18]=[CH:19][CH:20]=3)[N:15]([C:22](=[O:37])[C:23]3[CH:28]=[CH:27][C:26]([O:29][CH2:30][CH:31]4[CH2:36][CH2:35][N:34]([CH2:39][CH3:40])[CH2:33][CH2:32]4)=[CH:25][CH:24]=3)[C@@H:14]([CH3:38])[CH2:13]2)[C:9](=[O:11])[CH3:10])=[CH:4][CH:3]=1. The yield is 0.550.